From a dataset of Reaction yield outcomes from USPTO patents with 853,638 reactions. Predict the reaction yield, written as a fraction of the theoretical maximum amount of product (1.0 means a 100% yield; for example, 0.34 means a 34% yield). (1) The reactants are Br[CH:2]1[CH:6]([Br:7])[C:5]2[CH:8]=[C:9]([CH:12]=[O:13])[CH:10]=[CH:11][C:4]=2[O:3]1.[OH-].[K+]. The catalyst is C(O)C.O. The product is [Br:7][C:6]1[C:5]2[CH:8]=[C:9]([CH:12]=[O:13])[CH:10]=[CH:11][C:4]=2[O:3][CH:2]=1. The yield is 0.780. (2) The reactants are C(=O)([O-])[O-].[K+].[K+].[Br:7][C:8]1[CH:13]=[CH:12][CH:11]=[CH:10][C:9]=1B(O)O.Br[C:18]1[C:27]2[C:22](=[CH:23][CH:24]=[CH:25][CH:26]=2)[CH:21]=[CH:20][CH:19]=1.N#N.C1(P(C2C=CC=CC=2)C2C=CC=CC=2)C=CC=CC=1. The catalyst is C([O-])(=O)C.[Pd+2].C([O-])(=O)C.C(O)C.COCCOC.O. The product is [Br:7][C:8]1[CH:13]=[CH:12][CH:11]=[CH:10][C:9]=1[C:26]1[C:27]2[C:22](=[CH:21][CH:20]=[CH:19][CH:18]=2)[CH:23]=[CH:24][CH:25]=1. The yield is 0.510. (3) The reactants are [F:1][C:2]1[CH:23]=[CH:22][CH:21]=[CH:20][C:3]=1[CH2:4][C:5]1([OH:19])[CH2:11][O:10][CH2:9][CH2:8][N:7](C(OC(C)(C)C)=O)[CH2:6]1.[ClH:24].O1CCOCC1. The catalyst is O1CCOCC1. The product is [ClH:24].[F:1][C:2]1[CH:23]=[CH:22][CH:21]=[CH:20][C:3]=1[CH2:4][C:5]1([OH:19])[CH2:11][O:10][CH2:9][CH2:8][NH:7][CH2:6]1. The yield is 0.950. (4) The yield is 0.930. The product is [F:22][C:19]1[CH:18]=[CH:17][C:16]([CH2:15][CH:12]2[O:11][CH2:10][CH2:9][NH:8][CH2:14][CH2:13]2)=[CH:21][CH:20]=1. The reactants are C([N:8]1[CH2:14][CH2:13][CH:12]([CH2:15][C:16]2[CH:21]=[CH:20][C:19]([F:22])=[CH:18][CH:17]=2)[O:11][CH2:10][CH2:9]1)C1C=CC=CC=1. The catalyst is C(O)C.[Pd]. (5) The reactants are [CH3:1][O:2][C:3]([C@:5]1([NH:15][S:16]([C:19]2[S:23][C:22]([NH2:24])=[N:21][CH:20]=2)(=[O:18])=[O:17])[CH2:7][C@:6]1([CH3:14])[C:8]1[CH:13]=[CH:12][CH:11]=[CH:10][CH:9]=1)=[O:4].[Br:25][CH2:26][C:27]([CH2:29]Br)=O. The catalyst is C(OCC)(=O)C. The product is [CH3:1][O:2][C:3]([C@:5]1([NH:15][S:16]([C:19]2[S:23][C:22]3=[N:24][C:27]([CH2:26][Br:25])=[CH:29][N:21]3[CH:20]=2)(=[O:18])=[O:17])[CH2:7][C@:6]1([CH3:14])[C:8]1[CH:9]=[CH:10][CH:11]=[CH:12][CH:13]=1)=[O:4]. The yield is 0.240. (6) The product is [NH2:5][CH2:6][CH2:7][O:8][CH2:9][CH2:10][NH:11][C:17](=[O:18])[O:16][C:13]([CH3:15])([CH3:14])[CH3:12]. The yield is 0.740. The catalyst is CO.C1COCC1. The reactants are [OH-].[Na+].Cl.Cl.[NH2:5][CH2:6][CH2:7][O:8][CH2:9][CH2:10][NH2:11].[CH3:12][C:13]([O:16][C:17](O[C:17]([O:16][C:13]([CH3:15])([CH3:14])[CH3:12])=[O:18])=[O:18])([CH3:15])[CH3:14].